Task: Predict the reaction yield, written as a fraction of the theoretical maximum amount of product (1.0 means a 100% yield; for example, 0.34 means a 34% yield).. Dataset: Reaction yield outcomes from USPTO patents with 853,638 reactions (1) The reactants are [CH:1]([C@@H:3]1[CH2:7][CH2:6][CH2:5][N:4]1[C:8]([O:10][C:11]([CH3:14])([CH3:13])[CH3:12])=[O:9])=O.C([O-])(=O)C.[NH4+:19].C([N:22](CC)[CH2:23][CH3:24])C. No catalyst specified. The product is [NH:19]1[CH:24]=[CH:23][N:22]=[C:1]1[C@@H:3]1[CH2:7][CH2:6][CH2:5][N:4]1[C:8]([O:10][C:11]([CH3:14])([CH3:13])[CH3:12])=[O:9]. The yield is 0.750. (2) The reactants are Br[C:2]1[CH:20]=[CH:19][C:18]([Cl:21])=[CH:17][C:3]=1[CH2:4][O:5][C:6]1[CH:11]=[CH:10][C:9]([O:12][CH2:13][CH2:14][O:15][CH3:16])=[CH:8][CH:7]=1.[B:22](OC(C)C)([O:27]C(C)C)[O:23]C(C)C.[Li]CCCC. The catalyst is C1COCC1. The product is [CH3:16][O:15][CH2:14][CH2:13][O:12][C:9]1[CH:10]=[CH:11][C:6]([O:5][CH2:4][C:3]2[CH:17]=[C:18]([Cl:21])[CH:19]=[CH:20][C:2]=2[B:22]([OH:27])[OH:23])=[CH:7][CH:8]=1. The yield is 0.690. (3) The reactants are [CH3:1][NH:2][C:3]1[N:8]=[C:7]([CH2:9][CH2:10][O:11][C:12]2[CH:17]=[CH:16][C:15]([CH2:18][CH:19]([CH2:25][CH2:26][C:27]3[CH:32]=[CH:31][CH:30]=[CH:29][CH:28]=3)[CH2:20][C:21]([O:23]C)=[O:22])=[CH:14][CH:13]=2)[CH:6]=[CH:5][CH:4]=1.C1(C(CC2C=CC(OCCC3C=CC=C(NC)N=3)=CC=2)CC(OCC)=O)C=CC=CC=1. No catalyst specified. The product is [CH3:1][NH:2][C:3]1[N:8]=[C:7]([CH2:9][CH2:10][O:11][C:12]2[CH:17]=[CH:16][C:15]([CH2:18][CH:19]([CH2:25][CH2:26][C:27]3[CH:28]=[CH:29][CH:30]=[CH:31][CH:32]=3)[CH2:20][C:21]([OH:23])=[O:22])=[CH:14][CH:13]=2)[CH:6]=[CH:5][CH:4]=1. The yield is 0.700. (4) The reactants are [CH2:1]([C:8]1[O:9][C:10]([CH3:33])=[C:11]([CH2:13][N:14]([CH2:31][CH3:32])[C:15]2[CH:20]=[CH:19][C:18]([C:21]([OH:30])([C:26]([F:29])([F:28])[F:27])[C:22]([F:25])([F:24])[F:23])=[CH:17][CH:16]=2)[N:12]=1)C1C=CC=CC=1. The catalyst is CO.[Pd]. The product is [CH2:31]([N:14]([CH2:13][C:11]1[N:12]=[C:8]([CH2:1][CH2:21][C:18]2[CH:19]=[CH:20][CH:15]=[CH:16][CH:17]=2)[O:9][C:10]=1[CH3:33])[C:15]1[CH:16]=[CH:17][C:18]([C:21]([OH:30])([C:26]([F:29])([F:27])[F:28])[C:22]([F:23])([F:25])[F:24])=[CH:19][CH:20]=1)[CH3:32]. The yield is 0.620. (5) The reactants are [CH2:1]([C:5]1[N:10]2[N:11]=[CH:12][CH:13]=[C:9]2[N:8]([C@H:14]2[CH2:19][CH2:18][C@H:17]([O:20][CH2:21][C:22]([OH:25])([CH3:24])[CH3:23])[CH2:16][CH2:15]2)[C:7](=[O:26])[C:6]=1[CH2:27][C:28]1[CH:33]=[CH:32][C:31]([C:34]2[C:35]([C:40]#[N:41])=[CH:36][CH:37]=[CH:38][CH:39]=2)=[CH:30][CH:29]=1)[CH2:2][CH2:3][CH3:4].C[Si]([N:46]=[N+:47]=[N-:48])(C)C.C([Sn](=O)CCCC)CCC.C1(C)C=CC=CC=1. The catalyst is O.C(OCC)(=O)C. The product is [CH2:1]([C:5]1[N:10]2[N:11]=[CH:12][CH:13]=[C:9]2[N:8]([C@H:14]2[CH2:19][CH2:18][C@H:17]([O:20][CH2:21][C:22]([OH:25])([CH3:23])[CH3:24])[CH2:16][CH2:15]2)[C:7](=[O:26])[C:6]=1[CH2:27][C:28]1[CH:33]=[CH:32][C:31]([C:34]2[CH:39]=[CH:38][CH:37]=[CH:36][C:35]=2[C:40]2[NH:48][N:47]=[N:46][N:41]=2)=[CH:30][CH:29]=1)[CH2:2][CH2:3][CH3:4]. The yield is 0.460. (6) The reactants are [C:1](=[S:3])=S.[NH2:4][C:5]1[CH:13]=[CH:12][C:8]([C:9]([OH:11])=[O:10])=[CH:7][CH:6]=1.C(N(CC)CC)C.BrBr.Cl.S([O-])([O-])=O.[Na+].[Na+]. The catalyst is C(OCC)(=O)C.O.CN(C)C=O. The product is [N:4]([C:5]1[CH:13]=[CH:12][C:8]([C:9]([OH:11])=[O:10])=[CH:7][CH:6]=1)=[C:1]=[S:3]. The yield is 0.250. (7) The reactants are [F:1][C:2]1[CH:3]=[C:4]([O:13]C)[CH:5]=[C:6]2[C:10]=1[C:9]([CH3:12])([CH3:11])[CH2:8][CH2:7]2.C(S)CCCCCCCCCCC.[Cl-].[Al+3].[Cl-].[Cl-].Cl. The catalyst is C1(C)C=CC=CC=1. The product is [F:1][C:2]1[CH:3]=[C:4]([OH:13])[CH:5]=[C:6]2[C:10]=1[C:9]([CH3:11])([CH3:12])[CH2:8][CH2:7]2. The yield is 0.940.